Predict which catalyst facilitates the given reaction. From a dataset of Catalyst prediction with 721,799 reactions and 888 catalyst types from USPTO. (1) Reactant: [CH3:1][C:2]1[O:6][N:5]=[C:4]([C:7]2[CH:12]=[CH:11][CH:10]=[CH:9][N:8]=2)[C:3]=1[CH2:13][CH2:14][C:15]1[S:16][C:17]([C:20]([OH:22])=O)=[CH:18][N:19]=1.C(N1C=CN=C1)([N:25]1C=CN=C1)=O.[OH-].[NH4+]. Product: [CH3:1][C:2]1[O:6][N:5]=[C:4]([C:7]2[CH:12]=[CH:11][CH:10]=[CH:9][N:8]=2)[C:3]=1[CH2:13][CH2:14][C:15]1[S:16][C:17]([C:20]([NH2:25])=[O:22])=[CH:18][N:19]=1. The catalyst class is: 3. (2) Reactant: [CH3:1][C:2]1[S:3][C:4]([C:7]2[C:15]3[C:14]([C:16]4[CH:21]=[CH:20][CH:19]=[C:18]([N+:22]([O-])=O)[CH:17]=4)=[N:13][CH:12]=[N:11][C:10]=3[N:9]([CH2:25][O:26][CH2:27][CH2:28][Si:29]([CH3:32])([CH3:31])[CH3:30])[CH:8]=2)=[N:5][N:6]=1. Product: [CH3:1][C:2]1[S:3][C:4]([C:7]2[C:15]3[C:14]([C:16]4[CH:17]=[C:18]([CH:19]=[CH:20][CH:21]=4)[NH2:22])=[N:13][CH:12]=[N:11][C:10]=3[N:9]([CH2:25][O:26][CH2:27][CH2:28][Si:29]([CH3:30])([CH3:32])[CH3:31])[CH:8]=2)=[N:5][N:6]=1. The catalyst class is: 5. (3) Reactant: Cl.[F:2][C:3]([F:20])([F:19])[C:4]1[C:12]2[N:11]=[C:10]([CH2:13][NH2:14])[NH:9][C:8]=2[CH:7]=[C:6]([C:15]([F:18])([F:17])[F:16])[CH:5]=1.[C:21]([O:25][C:26]([NH:28][CH2:29][C:30](O)=[O:31])=[O:27])([CH3:24])([CH3:23])[CH3:22].CN(C(ON1N=NC2C=CC=NC1=2)=[N+](C)C)C.F[P-](F)(F)(F)(F)F. Product: [F:18][C:15]([F:16])([F:17])[C:6]1[CH:5]=[C:4]([C:3]([F:2])([F:19])[F:20])[C:12]2[NH:11][C:10]([CH2:13][NH:14][C:30](=[O:31])[CH2:29][NH:28][C:26](=[O:27])[O:25][C:21]([CH3:22])([CH3:23])[CH3:24])=[N:9][C:8]=2[CH:7]=1. The catalyst class is: 2. (4) Reactant: [Cl:1][C:2]1[C:7]([CH2:8]O)=[CH:6][CH:5]=[C:4]([Cl:10])[N:3]=1.BrCC1C(Cl)=NC(Cl)=CC=1.[CH3:21][C:22]1[N:27]=[C:26]([SH:28])[N:25]=[C:24]([OH:29])[CH:23]=1. Product: [Cl:1][C:2]1[C:7]([CH2:8][S:28][C:26]2[N:25]=[C:24]([OH:29])[CH:23]=[C:22]([CH3:21])[N:27]=2)=[CH:6][CH:5]=[C:4]([Cl:10])[N:3]=1. The catalyst class is: 66. (5) Reactant: [Na].[CH:2]([C:5]1[CH:10]=[CH:9][CH:8]=[CH:7][C:6]=1[OH:11])([CH3:4])[CH3:3].[C:12](=[O:14])=[O:13]. Product: [CH:2]([C:5]1[C:6]([OH:11])=[C:7]([CH:8]=[CH:9][CH:10]=1)[C:12]([OH:14])=[O:13])([CH3:4])[CH3:3]. The catalyst class is: 6. (6) Reactant: [I:1]Cl.[N:3]1[C:4](=[O:12])[N:5]=[C:6]2[CH:11]=[CH:10][CH:9]=[CH:8][C:7]=12. Product: [I:1][C:10]1[CH:9]=[CH:8][C:7]2=[N:3][C:4](=[O:12])[N:5]=[C:6]2[CH:11]=1. The catalyst class is: 15.